From a dataset of Forward reaction prediction with 1.9M reactions from USPTO patents (1976-2016). Predict the product of the given reaction. (1) Given the reactants [Al+3].[Cl-].[Cl-].[Cl-].[C:5](Cl)(=[O:10])[CH2:6][CH:7]([CH3:9])[CH3:8].C[Si]([C:16]#[C:17][CH2:18][CH2:19][CH2:20][CH3:21])(C)C, predict the reaction product. The product is: [CH3:8][CH:7]([CH2:6][C:5](=[O:10])[C:16]#[C:17][CH2:18][CH2:19][CH2:20][CH3:21])[CH3:9]. (2) Given the reactants [O:1]=[CH:2][C:3]1[CH:11]=[CH:10][CH:9]=[C:6]([O:7][CH3:8])[C:4]=1[OH:5].[CH3:12][CH:13]([Si:15](Cl)([CH:19]([CH3:21])[CH3:20])[CH:16]([CH3:18])[CH3:17])[CH3:14].N1C=CN=C1, predict the reaction product. The product is: [CH3:8][O:7][C:6]1[C:4]([O:5][Si:15]([CH:19]([CH3:21])[CH3:20])([CH:16]([CH3:18])[CH3:17])[CH:13]([CH3:14])[CH3:12])=[C:3]([CH:11]=[CH:10][CH:9]=1)[CH:2]=[O:1]. (3) Given the reactants [Cl:1][C:2]1[CH:18]=[CH:17][C:5]2[CH2:6][CH2:7][N:8]([C:11](=[O:16])[C:12]([F:15])([F:14])[F:13])[CH2:9][CH2:10][C:4]=2[C:3]=1OS(C(F)(F)F)(=O)=O.[C:27]([N:31]1[CH2:35][CH2:34][N:33]([CH2:36][C:37]#[CH:38])[C:32]1=[O:39])([CH3:30])([CH3:29])[CH3:28], predict the reaction product. The product is: [C:27]([N:31]1[CH2:35][CH2:34][N:33]([CH2:36][C:37]#[C:38][C:3]2[C:4]3[CH2:10][CH2:9][N:8]([C:11](=[O:16])[C:12]([F:15])([F:14])[F:13])[CH2:7][CH2:6][C:5]=3[CH:17]=[CH:18][C:2]=2[Cl:1])[C:32]1=[O:39])([CH3:30])([CH3:29])[CH3:28].